The task is: Predict the reactants needed to synthesize the given product.. This data is from Full USPTO retrosynthesis dataset with 1.9M reactions from patents (1976-2016). (1) Given the product [CH:1]1([C:7]2[N:12]3[N:13]=[C:14]([CH3:19])[C:15]([C:16]([NH:55][CH:42]([CH2:43][C:44]4[CH:45]=[CH:46][C:47]([OH:50])=[CH:48][CH:49]=4)[C:41]([OH:56])=[O:40])=[O:18])=[C:11]3[N:10]=[CH:9][C:8]=2[C:20]2[CH:25]=[CH:24][C:23]([F:26])=[CH:22][CH:21]=2)[CH2:6][CH2:5][CH2:4][CH2:3][CH2:2]1, predict the reactants needed to synthesize it. The reactants are: [CH:1]1([C:7]2[N:12]3[N:13]=[C:14]([CH3:19])[C:15]([C:16]([OH:18])=O)=[C:11]3[N:10]=[CH:9][C:8]=2[C:20]2[CH:25]=[CH:24][C:23]([F:26])=[CH:22][CH:21]=2)[CH2:6][CH2:5][CH2:4][CH2:3][CH2:2]1.C(N(CC)C(C)C)(C)C.C([O:40][C:41](=[O:56])[CH:42]([NH2:55])[CH2:43][C:44]1[CH:49]=[CH:48][C:47]([O:50]C(C)(C)C)=[CH:46][CH:45]=1)(C)(C)C.FC(F)(F)C(O)=O. (2) Given the product [CH:20]1([C:23]2[C:27]([CH2:28][C:8]#[N:7])=[CH:26][N:25]([CH3:30])[N:24]=2)[CH2:22][CH2:21]1, predict the reactants needed to synthesize it. The reactants are: CC(C)([O-])C.[K+].[N+:7](CS(C1C=CC(C)=CC=1)(=O)=O)#[C-:8].[CH:20]1([C:23]2[C:27]([CH:28]=O)=[CH:26][N:25]([CH3:30])[N:24]=2)[CH2:22][CH2:21]1.CO. (3) Given the product [CH2:26]([N:24]1[CH2:23][CH2:22][N:21]2[CH:33]=[C:18]([CH:16]=[O:15])[N:19]=[C:20]2[CH2:25]1)[C:27]1[CH:32]=[CH:31][CH:30]=[CH:29][CH:28]=1, predict the reactants needed to synthesize it. The reactants are: CC(C[AlH]CC(C)C)C.C(Cl)Cl.C([O:15][C:16]([C:18]1[N:19]=[C:20]2[CH2:25][N:24]([CH2:26][C:27]3[CH:32]=[CH:31][CH:30]=[CH:29][CH:28]=3)[CH2:23][CH2:22][N:21]2[CH:33]=1)=O)C. (4) Given the product [ClH:1].[ClH:1].[O:26]1[C:35]2[CH:34]=[C:33]([CH2:36][NH:3][CH:4]3[CH2:5][CH2:6][N:7]([CH2:10][C@@H:11]4[N:22]5[C:23]6[C:14](=[C:15]([F:25])[CH:16]=[N:17][C:18]=6[CH:19]=[CH:20][C:21]5=[O:24])[O:13][CH2:12]4)[CH2:8][CH2:9]3)[N:32]=[CH:31][C:30]=2[O:29][CH2:28][CH2:27]1, predict the reactants needed to synthesize it. The reactants are: [ClH:1].Cl.[NH2:3][CH:4]1[CH2:9][CH2:8][N:7]([CH2:10][C@@H:11]2[N:22]3[C:23]4[C:14](=[C:15]([F:25])[CH:16]=[N:17][C:18]=4[CH:19]=[CH:20][C:21]3=[O:24])[O:13][CH2:12]2)[CH2:6][CH2:5]1.[O:26]1[C:35]2[CH:34]=[C:33]([CH:36]=O)[N:32]=[CH:31][C:30]=2[O:29][CH2:28][CH2:27]1. (5) Given the product [CH2:1]([CH:3]([CH2:7][CH2:8][CH2:9][CH3:10])[C:4]([OH:6])=[O:5])[CH3:2].[OH:28][C:23]([CH2:24][CH2:26][CH2:2][CH2:1][CH2:3][CH2:7][CH2:8][CH2:9][CH3:10])=[O:27], predict the reactants needed to synthesize it. The reactants are: [CH2:1]([CH:3]([CH2:7][CH2:8][CH2:9][CH3:10])[C:4]([OH:6])=[O:5])[CH3:2].C([Si](OCC)(OCC)OCC)=C.[C:23]([O:28]CCC[Si](OC)(OC)OC)(=[O:27])[C:24]([CH3:26])=C. (6) Given the product [O:10]=[C:8]1[CH2:7][N:6]([C:11]([NH:13][CH:14]([C:17]2[CH:22]=[CH:21][C:20]([O:23][C:24]([F:27])([F:26])[F:25])=[CH:19][CH:18]=2)[CH2:15][CH3:16])=[O:12])[C:5]2[N:28]=[CH:29][C:2]([C:30]3[CH:35]=[CH:34][CH:33]=[CH:32][CH:31]=3)=[CH:3][C:4]=2[NH:9]1, predict the reactants needed to synthesize it. The reactants are: I[C:2]1[CH:29]=[N:28][C:5]2[N:6]([C:11]([NH:13][CH:14]([C:17]3[CH:22]=[CH:21][C:20]([O:23][C:24]([F:27])([F:26])[F:25])=[CH:19][CH:18]=3)[CH2:15][CH3:16])=[O:12])[CH2:7][C:8](=[O:10])[NH:9][C:4]=2[CH:3]=1.[C:30]1(B(O)O)[CH:35]=[CH:34][CH:33]=[CH:32][CH:31]=1.C(=O)([O-])[O-].[Na+].[Na+]. (7) Given the product [Cl:21][C:5]1[C:6]([NH:8][C:9]2[CH:18]=[CH:17][C:16]([O:19][CH3:20])=[CH:15][C:10]=2[C:11]([NH:13][CH3:14])=[O:12])=[N:7][C:2]([NH:37][C:34]2[CH:35]=[CH:36][C:29]3[CH2:28][CH2:27][N:26]([CH2:25][CH2:24][O:23][CH3:22])[CH2:32][CH2:31][C:30]=3[CH:33]=2)=[N:3][CH:4]=1, predict the reactants needed to synthesize it. The reactants are: Cl[C:2]1[N:7]=[C:6]([NH:8][C:9]2[CH:18]=[CH:17][C:16]([O:19][CH3:20])=[CH:15][C:10]=2[C:11]([NH:13][CH3:14])=[O:12])[C:5]([Cl:21])=[CH:4][N:3]=1.[CH3:22][O:23][CH2:24][CH2:25][N:26]1[CH2:32][CH2:31][C:30]2[CH:33]=[C:34]([NH2:37])[CH:35]=[CH:36][C:29]=2[CH2:28][CH2:27]1. (8) The reactants are: [CH2:1]([N:3]1[CH2:8][CH2:7][N:6]([C:9]([C:11]2[CH:12]=[CH:13][C:14]([N:17]3[C:21]([O:22]C)=[C:20]([C:24]4[CH:31]=[CH:30][C:27]([C:28]#[N:29])=[C:26]([F:32])[C:25]=4[CH3:33])[CH:19]=[N:18]3)=[N:15][CH:16]=2)=[O:10])[CH2:5][CH2:4]1)[CH3:2].CC(N(C)C)=O.[Cl-].[Li+]. Given the product [CH2:1]([N:3]1[CH2:8][CH2:7][N:6]([C:9]([C:11]2[CH:12]=[CH:13][C:14]([N:17]3[C:21]([OH:22])=[C:20]([C:24]4[CH:31]=[CH:30][C:27]([C:28]#[N:29])=[C:26]([F:32])[C:25]=4[CH3:33])[CH:19]=[N:18]3)=[N:15][CH:16]=2)=[O:10])[CH2:5][CH2:4]1)[CH3:2], predict the reactants needed to synthesize it. (9) Given the product [C:14]([CH:13]=[C:11]1[CH2:12][N:8]([C:6](=[O:7])[C:29]2[CH:28]=[CH:27][C:26]([O:19][C:20]3[CH:21]=[CH:22][CH:23]=[CH:24][CH:25]=3)=[CH:34][CH:33]=2)[C@H:9]([C:16]([NH:50][C:46]2[CH:47]=[CH:48][C:49]3[N:37]([CH2:35][CH3:36])[C:38]4[C:43]([C:44]=3[CH:45]=2)=[CH:42][CH:41]=[CH:40][CH:39]=4)=[O:18])[CH2:10]1)#[N:15], predict the reactants needed to synthesize it. The reactants are: C(O[C:6]([N:8]1[CH2:12][C:11](=[CH:13][C:14]#[N:15])[CH2:10][C@H:9]1[C:16]([OH:18])=O)=[O:7])(C)(C)C.[O:19]([C:26]1[CH:34]=[CH:33][C:29](C(Cl)=O)=[CH:28][CH:27]=1)[C:20]1[CH:25]=[CH:24][CH:23]=[CH:22][CH:21]=1.[CH2:35]([N:37]1[C:49]2[CH:48]=[CH:47][C:46]([NH2:50])=[CH:45][C:44]=2[C:43]2[C:38]1=[CH:39][CH:40]=[CH:41][CH:42]=2)[CH3:36].